Dataset: Full USPTO retrosynthesis dataset with 1.9M reactions from patents (1976-2016). Task: Predict the reactants needed to synthesize the given product. Given the product [CH3:12][S:13]([C:14]1[N:26]=[CH:25][C:17]2=[CH:18][C:19]3[C:24]([N:16]2[N:15]=1)=[CH:23][CH:22]=[CH:21][CH:20]=3)=[O:9], predict the reactants needed to synthesize it. The reactants are: ClC1C=CC=C(C(OO)=[O:9])C=1.[CH3:12][S:13][C:14]1[N:26]=[CH:25][C:17]2=[CH:18][C:19]3[C:24]([N:16]2[N:15]=1)=[CH:23][CH:22]=[CH:21][CH:20]=3.C([O-])(O)=O.[Na+].